From a dataset of Catalyst prediction with 721,799 reactions and 888 catalyst types from USPTO. Predict which catalyst facilitates the given reaction. (1) Reactant: [F:1][C:2]1[CH:11]=[C:10]([N+:12]([O-])=O)[CH:9]=[CH:8][C:3]=1[C:4]([NH:6][CH3:7])=[O:5].C(OCC)(=O)C. Product: [NH2:12][C:10]1[CH:9]=[CH:8][C:3]([C:4]([NH:6][CH3:7])=[O:5])=[C:2]([F:1])[CH:11]=1. The catalyst class is: 770. (2) Reactant: [C:1]([O:5][C:6]([NH:8][C@H:9]1[CH2:13][CH2:12][C:11]([C:18]([OH:21])([CH3:20])[CH3:19])([C:14]([O:16][CH3:17])=[O:15])[CH2:10]1)=[O:7])([CH3:4])([CH3:3])[CH3:2].CO.O.O.[OH-].[Li+]. Product: [C:1]([O:5][C:6]([NH:8][C@H:9]1[CH2:10][C@@:11]([C:18]([OH:21])([CH3:20])[CH3:19])([C:14]([O:16][CH3:17])=[O:15])[CH:12]=[CH:13]1)=[O:7])([CH3:4])([CH3:2])[CH3:3]. The catalyst class is: 7. (3) Reactant: [NH2:1][C:2]1[S:3][CH:4]=[C:5]([CH3:10])[C:6]=1[C:7]([NH2:9])=[O:8].[I:11][C:12]1[CH:17]=[CH:16][C:15]([CH2:18][C:19](O)=[O:20])=[CH:14][CH:13]=1.CCN(C(C)C)C(C)C.CN(C(ON1N=NC2C=CC=NC1=2)=[N+](C)C)C.F[P-](F)(F)(F)(F)F. Product: [I:11][C:12]1[CH:17]=[CH:16][C:15]([CH2:18][C:19]([NH:1][C:2]2[S:3][CH:4]=[C:5]([CH3:10])[C:6]=2[C:7]([NH2:9])=[O:8])=[O:20])=[CH:14][CH:13]=1. The catalyst class is: 2. (4) Reactant: Br[C:2]1[CH:21]=[CH:20][CH:19]=[CH:18][C:3]=1[N:4]=[C:5]([C:12]1[CH:17]=[CH:16][CH:15]=[CH:14][CH:13]=1)[C:6]1[CH:11]=[CH:10][CH:9]=[CH:8][CH:7]=1.[NH2:22][C:23]1[CH:28]=[CH:27][CH:26]=[C:25]([CH3:29])[N:24]=1.C1(P(C2C=CC=CC=2)C2C=CC3C(=CC=CC=3)C=2C2C3C(=CC=CC=3)C=CC=2P(C2C=CC=CC=2)C2C=CC=CC=2)C=CC=CC=1.CC(C)([O-])C.[Na+]. Product: [C:6]1([C:5]([C:12]2[CH:17]=[CH:16][CH:15]=[CH:14][CH:13]=2)=[N:4][C:3]2[C:2]([NH:22][C:23]3[CH:28]=[CH:27][CH:26]=[C:25]([CH3:29])[N:24]=3)=[CH:21][CH:20]=[CH:19][CH:18]=2)[CH:11]=[CH:10][CH:9]=[CH:8][CH:7]=1. The catalyst class is: 491. (5) Reactant: O1CCN([C:7]2[N:12]=[C:11](C3CCOCC3)[N:10]=[C:9]([C:19]3[CH:20]=[N:21][C:22]([NH2:25])=[N:23][CH:24]=3)[CH:8]=2)CC1.N1CCOCC1. Product: [N:12]1[CH:7]=[CH:8][C:9]([C:19]2[CH:24]=[N:23][C:22]([NH2:25])=[N:21][CH:20]=2)=[N:10][CH:11]=1. The catalyst class is: 37. (6) Reactant: [CH3:1][O:2][C:3]1[C:4](=[O:9])[NH:5][C:6](=[O:8])[CH:7]=1.C(O)(C(F)(F)F)=O.[CH2:17]([N:24]([CH2:28][Si](C)(C)C)[CH2:25]OC)[C:18]1[CH:23]=[CH:22][CH:21]=[CH:20][CH:19]=1. Product: [CH2:17]([N:24]1[CH2:28][C@:3]2([O:2][CH3:1])[C:4](=[O:9])[NH:5][C:6](=[O:8])[C@@H:7]2[CH2:25]1)[C:18]1[CH:23]=[CH:22][CH:21]=[CH:20][CH:19]=1. The catalyst class is: 754.